This data is from Forward reaction prediction with 1.9M reactions from USPTO patents (1976-2016). The task is: Predict the product of the given reaction. (1) Given the reactants [CH3:1][O:2][C:3]1[CH:4]=[C:5]([CH:8]=[CH:9][C:10]=1[O:11][CH3:12])[CH2:6][NH2:7].C[Al](C)C.[F:17][C:18]1[C:23]([C:24]2[CH:25]=[C:26]([C:36](OC)=[O:37])[C:27]([C:30]3[CH:35]=[CH:34][CH:33]=[CH:32][N:31]=3)=[N:28][CH:29]=2)=[CH:22][C:21]([CH3:40])=[CH:20][N:19]=1, predict the reaction product. The product is: [CH3:1][O:2][C:3]1[CH:4]=[C:5]([CH:8]=[CH:9][C:10]=1[O:11][CH3:12])[CH2:6][NH:7][C:36]([C:26]1[C:27]([C:30]2[CH:35]=[CH:34][CH:33]=[CH:32][N:31]=2)=[N:28][CH:29]=[C:24]([C:23]2[C:18]([F:17])=[N:19][CH:20]=[C:21]([CH3:40])[CH:22]=2)[CH:25]=1)=[O:37]. (2) Given the reactants [H-].[H-].[H-].[H-].[Li+].[Al+3].[CH3:7][CH:8]1[CH2:13][N:12]([C:14]2[N:19]=[CH:18][CH:17]=[CH:16][N:15]=2)[CH2:11][CH:10]([CH3:20])[N:9]1[CH2:21][CH2:22][CH2:23][NH-:24], predict the reaction product. The product is: [CH3:7][CH:8]1[CH2:13][N:12]([C:14]2[N:15]=[CH:16][CH:17]=[CH:18][N:19]=2)[CH2:11][CH:10]([CH3:20])[N:9]1[CH2:21][CH2:22][CH2:23][NH2:24].